From a dataset of Full USPTO retrosynthesis dataset with 1.9M reactions from patents (1976-2016). Predict the reactants needed to synthesize the given product. (1) Given the product [CH3:1][O:2][C:3]1[CH:18]=[CH:17][CH:16]=[CH:15][C:4]=1[O:5][C:6]1[CH:11]=[N:10][C:9]([C:12]([N:23]([CH2:24][C:25]2[CH:34]=[CH:33][C:28]([C:29]([O:31][CH3:32])=[O:30])=[CH:27][CH:26]=2)[CH2:20][CH2:21][CH3:22])=[O:14])=[N:8][CH:7]=1, predict the reactants needed to synthesize it. The reactants are: [CH3:1][O:2][C:3]1[CH:18]=[CH:17][CH:16]=[CH:15][C:4]=1[O:5][C:6]1[CH:7]=[N:8][C:9]([C:12]([OH:14])=O)=[N:10][CH:11]=1.Cl.[CH2:20]([NH:23][CH2:24][C:25]1[CH:34]=[CH:33][C:28]([C:29]([O:31][CH3:32])=[O:30])=[CH:27][CH:26]=1)[CH2:21][CH3:22]. (2) Given the product [CH3:1][CH:2]1[CH2:8][C:7]2[CH:9]=[C:10]3[O:15][CH2:14][O:13][C:11]3=[CH:12][C:6]=2[C:5]([C:16]2[CH:17]=[CH:18][C:19]([N+:22]([O-:24])=[O:23])=[CH:20][CH:21]=2)=[N:4][N:3]1[C:25]1[NH:34][N:33]=[N:32][N:26]=1, predict the reactants needed to synthesize it. The reactants are: [CH3:1][CH:2]1[CH2:8][C:7]2[CH:9]=[C:10]3[O:15][CH2:14][O:13][C:11]3=[CH:12][C:6]=2[C:5]([C:16]2[CH:21]=[CH:20][C:19]([N+:22]([O-:24])=[O:23])=[CH:18][CH:17]=2)=[N:4][N:3]1[C:25]#[N:26].CN(C)C=O.[N-:32]=[N+:33]=[N-:34].[Na+].[Cl-].[NH4+].